Dataset: Reaction yield outcomes from USPTO patents with 853,638 reactions. Task: Predict the reaction yield, written as a fraction of the theoretical maximum amount of product (1.0 means a 100% yield; for example, 0.34 means a 34% yield). (1) The reactants are [Br:1][C:2]1[C:11]2[C:6](=[CH:7][CH:8]=[C:9]([O:12][CH3:13])[N:10]=2)[N:5]=[CH:4][C:3]=1[NH2:14].[F:15][B-:16]([F:19])([F:18])[F:17].[N:20]#[O+]. The catalyst is C1COCC1. The product is [F:15][B-:16]([F:19])([F:18])[F:17].[Br:1][C:2]1[C:11]2[C:6](=[CH:7][CH:8]=[C:9]([O:12][CH3:13])[N:10]=2)[N:5]=[CH:4][C:3]=1[N+:14]#[N:20]. The yield is 0.900. (2) The reactants are [Cl:1][C:2]1[CH:3]=[C:4]([CH2:8][C:9]([OH:11])=[O:10])[CH:5]=[CH:6][CH:7]=1.S(=O)(=O)(O)O.[CH2:17](O)[CH3:18]. No catalyst specified. The product is [CH2:17]([O:10][C:9](=[O:11])[CH2:8][C:4]1[CH:5]=[CH:6][CH:7]=[C:2]([Cl:1])[CH:3]=1)[CH3:18]. The yield is 0.868. (3) The reactants are [Cl-].O[NH3+:3].[C:4](=[O:7])([O-])[OH:5].[Na+].CS(C)=O.[CH2:13]([C:17]1[N:18]=[C:19]([CH3:46])[N:20]([C:39]2[CH:44]=[CH:43][CH:42]=[C:41]([CH3:45])[CH:40]=2)[C:21](=[O:38])[C:22]=1[CH2:23][C:24]1[CH:29]=[CH:28][C:27]([C:30]2[C:31]([C:36]#[N:37])=[CH:32][CH:33]=[CH:34][CH:35]=2)=[CH:26][CH:25]=1)[CH2:14][CH2:15][CH3:16]. The catalyst is O.C(OCC)(=O)C. The product is [CH2:13]([C:17]1[N:18]=[C:19]([CH3:46])[N:20]([C:39]2[CH:44]=[CH:43][CH:42]=[C:41]([CH3:45])[CH:40]=2)[C:21](=[O:38])[C:22]=1[CH2:23][C:24]1[CH:25]=[CH:26][C:27]([C:30]2[CH:35]=[CH:34][CH:33]=[CH:32][C:31]=2[C:36]2[NH:3][C:4](=[O:7])[O:5][N:37]=2)=[CH:28][CH:29]=1)[CH2:14][CH2:15][CH3:16]. The yield is 0.600. (4) The reactants are C([Li])CCC.[CH2:6]([C:8]1[CH:13]=[CH:12][C:11]([O:14][CH3:15])=[CH:10][CH:9]=1)[CH3:7].CN(C)CCN(C)C.[C:24](=[O:26])=[O:25].[OH-].[Na+]. The catalyst is C(OCC)C. The product is [CH2:6]([C:8]1[CH:9]=[CH:10][C:11]([O:14][CH3:15])=[C:12]([CH:13]=1)[C:24]([OH:26])=[O:25])[CH3:7]. The yield is 0.370.